Dataset: Catalyst prediction with 721,799 reactions and 888 catalyst types from USPTO. Task: Predict which catalyst facilitates the given reaction. (1) Reactant: C(N(CC)CC)C.[C:8]([O:12][C:13](=[O:23])[C:14]1[CH:19]=[CH:18][CH:17]=[CH:16][C:15]=1[CH2:20]CBr)([CH3:11])([CH3:10])[CH3:9].[CH3:24][C:25]1[C:34]([CH3:35])=[CH:33][C:28]2[N:29]=[C:30]([SH:32])[NH:31][C:27]=2[CH:26]=1.O. Product: [C:8]([O:12][C:13](=[O:23])[C:14]1[CH:19]=[CH:18][CH:17]=[CH:16][C:15]=1[CH2:20][S:32][C:30]1[NH:31][C:27]2[CH:26]=[C:25]([CH3:24])[C:34]([CH3:35])=[CH:33][C:28]=2[N:29]=1)([CH3:9])([CH3:10])[CH3:11]. The catalyst class is: 9. (2) Reactant: [C:1](O)(C(F)(F)F)=[O:2].[C:8]1([C:14]2[CH:19]=[C:18]([CH:20]3[CH2:25][NH:24][S:23](=[O:27])(=[O:26])[NH:22][CH2:21]3)[CH:17]=[CH:16][C:15]=2[NH:28][C:29]([C:31]2[N:32](COCC[Si](C)(C)C)[CH:33]=[C:34]([C:36]#[N:37])[N:35]=2)=[O:30])[CH2:13][CH2:12][CH2:11][CH2:10][CH:9]=1. Product: [C:8]1([C:14]2[CH:19]=[C:18]([CH:20]3[CH2:25][NH:24][S:23](=[O:26])(=[O:27])[NH:22][CH2:21]3)[C:17]([CH2:1][OH:2])=[CH:16][C:15]=2[NH:28][C:29]([C:31]2[NH:32][CH:33]=[C:34]([C:36]#[N:37])[N:35]=2)=[O:30])[CH2:13][CH2:12][CH2:11][CH2:10][CH:9]=1. The catalyst class is: 497. (3) Reactant: [C:1]([CH2:3][C:4]([NH:6][C:7]([NH:9][C:10]1[CH:15]=[CH:14][CH:13]=[CH:12][CH:11]=1)=[O:8])=[O:5])#[N:2]. Product: [NH2:2][C:1]1[N:9]([C:10]2[CH:15]=[CH:14][CH:13]=[CH:12][CH:11]=2)[C:7](=[O:8])[NH:6][C:4](=[O:5])[CH:3]=1. The catalyst class is: 74. (4) Reactant: [CH:1]1[C:6]([N:7]=[C:8]=[S:9])=[CH:5][C:4]2[C:10]([O:12][C:13]3([C:23]4[CH:24]=[CH:25][C:26]([OH:28])=[CH:27][C:22]=4[O:21][C:15]4[CH:16]=[C:17]([OH:20])[CH:18]=[CH:19][C:14]3=4)[C:3]=2[CH:2]=1)=[O:11].[NH2:29][C:30]1[C:39]2[N:40]=[C:41]([CH2:46][CH2:47][CH2:48][CH3:49])[N:42]([CH2:43][CH2:44][NH2:45])[C:38]=2[C:37]2[CH:36]=[CH:35][CH:34]=[CH:33][C:32]=2[N:31]=1.O. Product: [NH2:29][C:30]1[C:39]2[N:40]=[C:41]([CH2:46][CH2:47][CH2:48][CH3:49])[N:42]([CH2:43][CH2:44][NH:45][C:8]([NH:7][C:6]3[CH:1]=[CH:2][C:3]([C:13]4[C:14]5[C:15]([O:21][C:22]6[C:23]=4[CH:24]=[CH:25][C:26](=[O:28])[CH:27]=6)=[CH:16][C:17]([OH:20])=[CH:18][CH:19]=5)=[C:4]([CH:5]=3)[C:10]([OH:12])=[O:11])=[S:9])[C:38]=2[C:37]2[CH:36]=[CH:35][CH:34]=[CH:33][C:32]=2[N:31]=1. The catalyst class is: 17.